Dataset: Catalyst prediction with 721,799 reactions and 888 catalyst types from USPTO. Task: Predict which catalyst facilitates the given reaction. (1) Reactant: Cl.[F:2][C:3]1[CH:8]=[CH:7][C:6]([C:9](=[O:23])[CH:10]([NH2:22])[CH2:11][C:12]2[CH:17]=[CH:16][C:15]([C:18]([F:21])([F:20])[F:19])=[CH:14][CH:13]=2)=[CH:5][CH:4]=1.[CH3:24][C:25]1[C:34]2[C:29](=[CH:30][CH:31]=[CH:32][CH:33]=2)[C:28]([C:35](O)=[O:36])=[CH:27][CH:26]=1.Cl.C(N=C=NCCCN(C)C)C.ON1C2C=CC=CC=2N=N1.C1CCN2C(=NCCC2)CC1.Cl. Product: [F:2][C:3]1[CH:4]=[CH:5][C:6]([C:9](=[O:23])[CH:10]([NH:22][C:35]([C:28]2[C:29]3[C:34](=[CH:33][CH:32]=[CH:31][CH:30]=3)[C:25]([CH3:24])=[CH:26][CH:27]=2)=[O:36])[CH2:11][C:12]2[CH:17]=[CH:16][C:15]([C:18]([F:21])([F:20])[F:19])=[CH:14][CH:13]=2)=[CH:7][CH:8]=1. The catalyst class is: 35. (2) Reactant: O=[C:2]1[NH:7][C:6]2[CH:8]=[C:9]([C:12]#[N:13])[CH:10]=[CH:11][C:5]=2[O:4][CH2:3]1.[H-].[Al+3].[Li+].[H-].[H-].[H-].O.[OH-].[Na+]. Product: [O:4]1[C:5]2[CH:11]=[CH:10][C:9]([CH2:12][NH2:13])=[CH:8][C:6]=2[NH:7][CH2:2][CH2:3]1. The catalyst class is: 13.